Dataset: NCI-60 drug combinations with 297,098 pairs across 59 cell lines. Task: Regression. Given two drug SMILES strings and cell line genomic features, predict the synergy score measuring deviation from expected non-interaction effect. (1) Drug 1: CC1=C(N=C(N=C1N)C(CC(=O)N)NCC(C(=O)N)N)C(=O)NC(C(C2=CN=CN2)OC3C(C(C(C(O3)CO)O)O)OC4C(C(C(C(O4)CO)O)OC(=O)N)O)C(=O)NC(C)C(C(C)C(=O)NC(C(C)O)C(=O)NCCC5=NC(=CS5)C6=NC(=CS6)C(=O)NCCC[S+](C)C)O. Drug 2: C1CN(P(=O)(OC1)NCCCl)CCCl. Cell line: RXF 393. Synergy scores: CSS=15.8, Synergy_ZIP=-3.74, Synergy_Bliss=0.373, Synergy_Loewe=-12.5, Synergy_HSA=1.85. (2) Drug 1: C1=C(C(=O)NC(=O)N1)F. Drug 2: CC1C(C(CC(O1)OC2CC(CC3=C2C(=C4C(=C3O)C(=O)C5=CC=CC=C5C4=O)O)(C(=O)C)O)N)O. Cell line: NCIH23. Synergy scores: CSS=49.8, Synergy_ZIP=-9.06, Synergy_Bliss=-10.7, Synergy_Loewe=-6.47, Synergy_HSA=-5.24. (3) Drug 1: C1CN(CCN1C(=O)CCBr)C(=O)CCBr. Drug 2: C1CN(P(=O)(OC1)NCCCl)CCCl. Cell line: HCT116. Synergy scores: CSS=38.4, Synergy_ZIP=3.52, Synergy_Bliss=1.17, Synergy_Loewe=-23.6, Synergy_HSA=-1.14. (4) Drug 1: CCCS(=O)(=O)NC1=C(C(=C(C=C1)F)C(=O)C2=CNC3=C2C=C(C=N3)C4=CC=C(C=C4)Cl)F. Drug 2: N.N.Cl[Pt+2]Cl. Cell line: MDA-MB-231. Synergy scores: CSS=1.41, Synergy_ZIP=1.11, Synergy_Bliss=3.51, Synergy_Loewe=0.833, Synergy_HSA=1.39. (5) Drug 1: C1=CC(=CC=C1C#N)C(C2=CC=C(C=C2)C#N)N3C=NC=N3. Drug 2: C1C(C(OC1N2C=NC3=C(N=C(N=C32)Cl)N)CO)O. Cell line: A498. Synergy scores: CSS=26.0, Synergy_ZIP=-3.00, Synergy_Bliss=1.50, Synergy_Loewe=2.43, Synergy_HSA=2.09. (6) Drug 1: CC(C1=C(C=CC(=C1Cl)F)Cl)OC2=C(N=CC(=C2)C3=CN(N=C3)C4CCNCC4)N. Synergy scores: CSS=12.7, Synergy_ZIP=-6.26, Synergy_Bliss=-6.42, Synergy_Loewe=-21.5, Synergy_HSA=-6.38. Cell line: SK-OV-3. Drug 2: C1=NC2=C(N=C(N=C2N1C3C(C(C(O3)CO)O)F)Cl)N.